Task: Predict the product of the given reaction.. Dataset: Forward reaction prediction with 1.9M reactions from USPTO patents (1976-2016) (1) Given the reactants Cl[C:2]1[C:3](=[O:9])[NH:4][N:5]=[CH:6][C:7]=1[Cl:8].[C:10]1([Mg]Br)[CH:15]=[CH:14][CH:13]=[CH:12][CH:11]=1, predict the reaction product. The product is: [Cl:8][C:7]1[CH:6]=[N:5][NH:4][C:3](=[O:9])[C:2]=1[C:10]1[CH:15]=[CH:14][CH:13]=[CH:12][CH:11]=1. (2) The product is: [C:23]([O:22][C:20]([N:1]1[C:9]2[C:4](=[CH:5][CH:6]=[CH:7][CH:8]=2)[CH2:3][C@H:2]1[C:10]([OH:12])=[O:11])=[O:21])([CH3:26])([CH3:25])[CH3:24]. Given the reactants [NH:1]1[C:9]2[C:4](=[CH:5][CH:6]=[CH:7][CH:8]=2)[CH2:3][C@H:2]1[C:10]([OH:12])=[O:11].C(N(CC)CC)C.[C:20](O[C:20]([O:22][C:23]([CH3:26])([CH3:25])[CH3:24])=[O:21])([O:22][C:23]([CH3:26])([CH3:25])[CH3:24])=[O:21], predict the reaction product. (3) The product is: [NH2:11][CH2:10][C:9]1[N:20]([CH2:21][CH2:22][OH:23])[C:5]2[CH:4]=[CH:3][C:2]([Br:1])=[CH:7][C:6]=2[N:8]=1. Given the reactants [Br:1][C:2]1[CH:3]=[CH:4][C:5]([NH:20][CH2:21][CH2:22][OH:23])=[C:6]([NH:8][C:9](=O)[CH2:10][NH:11]C(=O)OC(C)(C)C)[CH:7]=1, predict the reaction product. (4) Given the reactants [N-:1]=[N+:2]=[N-:3].[Na+].[C:5]([N:13]1[CH2:17][CH:16]=[CH:15][C@H:14]1[CH2:18]OS(C)(=O)=O)(=[O:12])[C:6]1[CH:11]=[CH:10][CH:9]=[CH:8][CH:7]=1, predict the reaction product. The product is: [N:1]([CH2:18][C@@H:14]1[CH:15]=[CH:16][CH2:17][N:13]1[C:5]([C:6]1[CH:11]=[CH:10][CH:9]=[CH:8][CH:7]=1)=[O:12])=[N+:2]=[N-:3]. (5) Given the reactants [CH3:1][C:2]1[CH:3]=[N:4][O:5][C:6]=1[C:7]1[CH:8]=[N:9][NH:10][C:11]=1[NH2:12].[CH2:13]([N:15]1[C:23]2[C:18](=[CH:19][C:20]([C:24](=O)[CH2:25][C:26](OCC)=[O:27])=[CH:21][CH:22]=2)[CH:17]=[N:16]1)[CH3:14].CC1C=CC(S(O)(=O)=O)=CC=1, predict the reaction product. The product is: [CH2:13]([N:15]1[C:23]2[C:18](=[CH:19][C:20]([C:24]3[NH:12][C:11]4[N:10]([N:9]=[CH:8][C:7]=4[C:6]4[O:5][N:4]=[CH:3][C:2]=4[CH3:1])[C:26](=[O:27])[CH:25]=3)=[CH:21][CH:22]=2)[CH:17]=[N:16]1)[CH3:14].